Dataset: Forward reaction prediction with 1.9M reactions from USPTO patents (1976-2016). Task: Predict the product of the given reaction. (1) Given the reactants Cl[C:2]1[N:7]2[N:8]=[C:9]([C:23]3[CH:28]=[CH:27][C:26]([O:29][CH3:30])=[CH:25][CH:24]=3)[C:10]([C:11]3[CH:16]=[CH:15][N:14]=[C:13]([NH:17][CH:18]4[CH2:22][CH2:21][CH2:20][CH2:19]4)[N:12]=3)=[C:6]2[CH:5]=[CH:4][CH:3]=1.[CH3:31][O:32][CH2:33][CH2:34][NH2:35], predict the reaction product. The product is: [CH:18]1([NH:17][C:13]2[N:12]=[C:11]([C:10]3[C:9]([C:23]4[CH:28]=[CH:27][C:26]([O:29][CH3:30])=[CH:25][CH:24]=4)=[N:8][N:7]4[C:2]([NH:35][CH2:34][CH2:33][O:32][CH3:31])=[CH:3][CH:4]=[CH:5][C:6]=34)[CH:16]=[CH:15][N:14]=2)[CH2:19][CH2:20][CH2:21][CH2:22]1. (2) Given the reactants [CH3:1][C:2]1[N:6]([CH3:7])[C:5]2[CH:8]=[C:9]([C:22]([OH:24])=O)[C:10]3[CH2:11][CH2:12][CH:13]([C:16]4[CH:21]=[CH:20][CH:19]=[CH:18][CH:17]=4)[O:14][C:15]=3[C:4]=2[N:3]=1.C(N(CC)CC)C.[NH2:32][CH2:33][CH:34]([OH:37])[CH2:35][OH:36].O, predict the reaction product. The product is: [OH:37][CH:34]([CH2:35][OH:36])[CH2:33][NH:32][C:22]([C:9]1[C:10]2[CH2:11][CH2:12][CH:13]([C:16]3[CH:21]=[CH:20][CH:19]=[CH:18][CH:17]=3)[O:14][C:15]=2[C:4]2[N:3]=[C:2]([CH3:1])[N:6]([CH3:7])[C:5]=2[CH:8]=1)=[O:24]. (3) Given the reactants [CH3:1][O:2][C:3]1[CH:4]=[C:5]([NH:15][C:16]([NH2:18])=[S:17])[CH:6]=[CH:7][C:8]=1[N:9]1[CH:13]=[C:12]([CH3:14])[N:11]=[CH:10]1.Br[CH:20]1[C:25](=O)[CH:24]([C:27]2[CH:32]=[C:31]([CH3:33])[CH:30]=[CH:29][C:28]=2[CH3:34])[CH2:23][CH2:22][CH2:21]1, predict the reaction product. The product is: [CH3:34][C:28]1[CH:29]=[CH:30][C:31]([CH3:33])=[CH:32][C:27]=1[CH:24]1[C:23]2[N:18]=[C:16]([NH:15][C:5]3[CH:6]=[CH:7][C:8]([N:9]4[CH:13]=[C:12]([CH3:14])[N:11]=[CH:10]4)=[C:3]([O:2][CH3:1])[CH:4]=3)[S:17][C:22]=2[CH2:21][CH2:20][CH2:25]1. (4) Given the reactants CON(C)[C:4](=[O:18])[C@@H:5]([NH:7][C:8](=[O:17])[O:9][CH2:10][C:11]1[CH:16]=[CH:15][CH:14]=[CH:13][CH:12]=1)[CH3:6].[F:20][C:21]([F:34])([F:33])[C:22]1[CH:23]=[C:24](Br)[CH:25]=[C:26]([C:28]([F:31])([F:30])[F:29])[CH:27]=1.C([Mg]Cl)(C)C, predict the reaction product. The product is: [F:20][C:21]([F:33])([F:34])[C:22]1[CH:23]=[C:24]([C:4](=[O:18])[C@@H:5]([NH:7][C:8](=[O:17])[O:9][CH2:10][C:11]2[CH:12]=[CH:13][CH:14]=[CH:15][CH:16]=2)[CH3:6])[CH:25]=[C:26]([C:28]([F:29])([F:30])[F:31])[CH:27]=1. (5) Given the reactants N[C:2]1[CH:3]=[C:4]([N:8]2[CH:13]=[C:12]([C:14]3[CH:19]=[CH:18][CH:17]=[CH:16][N:15]=3)[CH:11]=[C:10]([C:20]3[CH:25]=[CH:24][CH:23]=[CH:22][C:21]=3[C:26]#[N:27])[C:9]2=[O:28])[CH:5]=[CH:6][CH:7]=1.[S-:29][C:30]#[N:31].[NH4+:32].BrBr.C(=O)([O-])[O-].[K+].[K+], predict the reaction product. The product is: [NH2:31][C:30]1[S:29][C:2]2[CH:3]=[C:4]([N:8]3[CH:13]=[C:12]([C:14]4[CH:19]=[CH:18][CH:17]=[CH:16][N:15]=4)[CH:11]=[C:10]([C:20]4[CH:25]=[CH:24][CH:23]=[CH:22][C:21]=4[C:26]#[N:27])[C:9]3=[O:28])[CH:5]=[CH:6][C:7]=2[N:32]=1. (6) Given the reactants [CH3:1][C:2]1[NH:3][CH:4]=[CH:5][C:6]=1[C:7]([O:9][CH3:10])=[O:8].C1C(=O)N([Br:18])C(=O)C1, predict the reaction product. The product is: [Br:18][C:4]1[NH:3][C:2]([CH3:1])=[C:6]([C:7]([O:9][CH3:10])=[O:8])[CH:5]=1. (7) Given the reactants [CH:1]1([C:4]2[CH:5]=[CH:6][C:7]([C:15]([NH:17][C:18]([CH2:24][CH3:25])([CH2:22][CH3:23])[C:19]([OH:21])=O)=[O:16])=[N:8][C:9]=2[O:10][CH2:11][CH:12]2[CH2:14][CH2:13]2)[CH2:3][CH2:2]1.[CH3:26][NH:27][CH2:28][CH3:29], predict the reaction product. The product is: [CH2:24]([C:18]([NH:17][C:15]([C:7]1[CH:6]=[CH:5][C:4]([CH:1]2[CH2:2][CH2:3]2)=[C:9]([O:10][CH2:11][CH:12]2[CH2:14][CH2:13]2)[N:8]=1)=[O:16])([C:19](=[O:21])[N:27]([CH2:28][CH3:29])[CH3:26])[CH2:22][CH3:23])[CH3:25].